This data is from Forward reaction prediction with 1.9M reactions from USPTO patents (1976-2016). The task is: Predict the product of the given reaction. (1) Given the reactants [CH3:1][C:2]1[C:11]2[C:6](=[CH:7][CH:8]=[CH:9][CH:10]=2)[C:5]([C:12](Cl)=[O:13])=[CH:4][CH:3]=1.[Cl:15][C:16]1[CH:17]=[C:18]2[C:22](=[CH:23][CH:24]=1)[N:21]([CH2:25][CH2:26][N:27]1[CH2:32][CH2:31][O:30][CH2:29][CH2:28]1)[C:20]([CH3:33])=[CH:19]2.[Cl-].[Cl-].C([Al+2])C, predict the reaction product. The product is: [Cl:15][C:16]1[CH:17]=[C:18]2[C:22](=[CH:23][CH:24]=1)[N:21]([CH2:25][CH2:26][N:27]1[CH2:28][CH2:29][O:30][CH2:31][CH2:32]1)[C:20]([CH3:33])=[C:19]2[C:12]([C:5]1[C:6]2[C:11](=[CH:10][CH:9]=[CH:8][CH:7]=2)[C:2]([CH3:1])=[CH:3][CH:4]=1)=[O:13]. (2) Given the reactants [O:1]1[C:5]2[CH:6]=[CH:7][CH:8]=[CH:9][C:4]=2[C:3]([C:10]2[CH:15]=[CH:14][CH:13]=[CH:12][C:11]=2[C:16]([CH3:25])([CH2:22][CH:23]=[CH2:24])[C:17]([O:19]CC)=[O:18])=[N:2]1.[OH-].[K+].Cl, predict the reaction product. The product is: [O:1]1[C:5]2[CH:6]=[CH:7][CH:8]=[CH:9][C:4]=2[C:3]([C:10]2[CH:15]=[CH:14][CH:13]=[CH:12][C:11]=2[C:16]([CH3:25])([CH2:22][CH:23]=[CH2:24])[C:17]([OH:19])=[O:18])=[N:2]1. (3) The product is: [CH2:11]([O:10][C:8]([NH:6][CH2:5][CH2:4][CH2:3][Br:2])=[O:9])[C:12]1[CH:17]=[CH:16][CH:15]=[CH:14][CH:13]=1. Given the reactants Br.[Br:2][CH2:3][CH2:4][CH2:5][NH2:6].Cl[C:8]([O:10][CH2:11][C:12]1[CH:17]=[CH:16][CH:15]=[CH:14][CH:13]=1)=[O:9].C(OCC)(=O)C, predict the reaction product. (4) The product is: [CH2:1]([O:3][C:4](=[O:28])[CH2:5][N:6]([CH2:22][C:23]([O:25][CH2:26][CH3:27])=[O:24])[C:7]1[CH:12]=[C:11]([C:13]2[O:19][C:17](=[O:18])[NH:16][N:15]=2)[CH:10]=[CH:9][C:8]=1[CH3:21])[CH3:2]. Given the reactants [CH2:1]([O:3][C:4](=[O:28])[CH2:5][N:6]([CH2:22][C:23]([O:25][CH2:26][CH3:27])=[O:24])[C:7]1[CH:12]=[C:11]([C:13]([NH:15][NH:16][C:17]([O:19]C)=[O:18])=O)[CH:10]=[CH:9][C:8]=1[CH3:21])[CH3:2].P(Cl)(Cl)(Cl)=O, predict the reaction product.